This data is from Acute oral toxicity (LD50) regression data from Zhu et al.. The task is: Regression/Classification. Given a drug SMILES string, predict its toxicity properties. Task type varies by dataset: regression for continuous values (e.g., LD50, hERG inhibition percentage) or binary classification for toxic/non-toxic outcomes (e.g., AMES mutagenicity, cardiotoxicity, hepatotoxicity). Dataset: ld50_zhu. (1) The compound is O=S1(=O)CC=CC1. The rat oral LD50 is 1.62, given as -log10 of the dose in mol/kg body weight (higher means more acutely toxic). (2) The molecule is CCC(=O)OC1(c2ccccc2)CCN(C)CC1C. The rat oral LD50 is 3.46, given as -log10 of the dose in mol/kg body weight (higher means more acutely toxic). (3) The molecule is CCS(=O)(=O)CCOP(=S)(OC)OC. The rat oral LD50 is 2.72, given as -log10 of the dose in mol/kg body weight (higher means more acutely toxic). (4) The drug is CC(=O)C=CC1C(C)C=C(C)CC1C. The rat oral LD50 is 1.57, given as -log10 of the dose in mol/kg body weight (higher means more acutely toxic). (5) The drug is O=C(O)C(Cc1cc(I)c(O)c(I)c1)c1ccccc1. The rat oral LD50 is 2.65, given as -log10 of the dose in mol/kg body weight (higher means more acutely toxic). (6) The compound is CC(C)CNC(=O)CF. The rat oral LD50 is 3.50, given as -log10 of the dose in mol/kg body weight (higher means more acutely toxic). (7) The molecule is CC1OC(OC2C(O)CC(OC3C(O)CC(OC4CCC5(C)C(CCC6C5CCC5(C)C(C7=CC(=O)OC7)C(OC=O)CC65O)C4)OC3C)OC2C)CC(O)C1O. The rat oral LD50 is 4.43, given as -log10 of the dose in mol/kg body weight (higher means more acutely toxic).